From a dataset of Forward reaction prediction with 1.9M reactions from USPTO patents (1976-2016). Predict the product of the given reaction. Given the reactants [Br:1][C:2]1[CH:3]=[C:4]2[C:9](=[CH:10][CH:11]=1)[N:8]=[CH:7][N:6]([C:12]1[CH:13]=[C:14]([CH:18]=[CH:19][C:20]=1[CH3:21])C(O)=O)[C:5]2=[O:22].C([N:25]([CH2:28]C)CC)C.C1(P(N=[N+]=[N-])(C2C=CC=CC=2)=[O:37])C=CC=CC=1.[CH2:47]([OH:54])[C:48]1[CH:53]=[CH:52][CH:51]=[CH:50][CH:49]=1, predict the reaction product. The product is: [CH2:47]([O:54][C:28]([NH:25][C:14]1[CH:18]=[CH:19][C:20]([CH3:21])=[C:12]([N:6]2[C:5](=[O:22])[C:4]3[C:9](=[CH:10][CH:11]=[C:2]([Br:1])[CH:3]=3)[N:8]=[CH:7]2)[CH:13]=1)=[O:37])[C:48]1[CH:53]=[CH:52][CH:51]=[CH:50][CH:49]=1.